From a dataset of Forward reaction prediction with 1.9M reactions from USPTO patents (1976-2016). Predict the product of the given reaction. (1) Given the reactants [CH3:1][CH:2]([CH3:35])[CH2:3][CH2:4][N:5]1[CH2:10][CH2:9][CH:8]([N:11]([CH2:25][C:26]2[CH:31]=[CH:30][C:29]([C:32](=[S:34])[NH2:33])=[CH:28][CH:27]=2)[C:12](=[O:24])[C:13]2[CH:18]=[CH:17][C:16]([CH2:19][CH2:20][CH2:21][CH2:22][CH3:23])=[CH:15][CH:14]=2)[CH2:7][CH2:6]1.C(=O)([O-])O.[K+].Br[CH2:42][C:43](=O)[C:44]([F:47])([F:46])[F:45].N1C(C)=CC=CC=1C.C(OC(C(F)(F)F)=O)(C(F)(F)F)=O.Cl, predict the reaction product. The product is: [CH3:35][CH:2]([CH3:1])[CH2:3][CH2:4][N:5]1[CH2:10][CH2:9][CH:8]([N:11]([CH2:25][C:26]2[CH:31]=[CH:30][C:29]([C:32]3[S:34][CH:42]=[C:43]([C:44]([F:47])([F:46])[F:45])[N:33]=3)=[CH:28][CH:27]=2)[C:12](=[O:24])[C:13]2[CH:18]=[CH:17][C:16]([CH2:19][CH2:20][CH2:21][CH2:22][CH3:23])=[CH:15][CH:14]=2)[CH2:7][CH2:6]1. (2) Given the reactants [Cl:1][C:2]1[C:3]([F:36])=[C:4]([C@@H:8]2[C@:12]([C:15]3[CH:20]=[CH:19][C:18]([Cl:21])=[CH:17][C:16]=3[F:22])([C:13]#[N:14])[C@H:11]([CH2:23][C:24]([CH3:27])([CH3:26])[CH3:25])[CH2:10][N:9]2[C:28]([NH:30][CH2:31][CH2:32][C:33](O)=[O:34])=[O:29])[CH:5]=[CH:6][CH:7]=1.CC[N:39](C(C)C)C(C)C.CN(C(ON1N=NC2C=CC=NC1=2)=[N+](C)C)C.F[P-](F)(F)(F)(F)F.[Cl-].[NH4+], predict the reaction product. The product is: [C:33]([CH2:32][CH2:31][NH:30][C:28]([N:9]1[CH2:10][CH:11]([CH2:23][C:24]([CH3:25])([CH3:26])[CH3:27])[C:12]([C:15]2[CH:20]=[CH:19][C:18]([Cl:21])=[CH:17][C:16]=2[F:22])([C:13]#[N:14])[CH:8]1[C:4]1[CH:5]=[CH:6][CH:7]=[C:2]([Cl:1])[C:3]=1[F:36])=[O:29])(=[O:34])[NH2:39]. (3) Given the reactants N(C(OC(C)(C)C)=O)=NC(OC(C)(C)C)=O.[F:17][C:18]1[C:23]([F:24])=[CH:22][CH:21]=[CH:20][C:19]=1[NH:25][C:26](=[O:48])[CH2:27][N:28]1[CH:32]=[C:31]([NH:33][C:34]2[C:43]3[C:38](=[CH:39][C:40]([O:45][CH2:46][CH3:47])=[CH:41][C:42]=3[OH:44])[N:37]=[CH:36][N:35]=2)[CH:30]=[N:29]1.O[CH2:50][C@H:51]1[CH2:55][CH2:54][CH2:53][N:52]1[C:56]([O:58][C:59]([CH3:62])([CH3:61])[CH3:60])=[O:57].C1(P(C2C=CC=CC=2)C2C=CC=CC=2)C=CC=CC=1, predict the reaction product. The product is: [F:17][C:18]1[C:23]([F:24])=[CH:22][CH:21]=[CH:20][C:19]=1[NH:25][C:26](=[O:48])[CH2:27][N:28]1[CH:32]=[C:31]([NH:33][C:34]2[C:43]3[C:38](=[CH:39][C:40]([O:45][CH2:46][CH3:47])=[CH:41][C:42]=3[O:44][CH2:50][C@H:51]3[CH2:55][CH2:54][CH2:53][N:52]3[C:56]([O:58][C:59]([CH3:60])([CH3:62])[CH3:61])=[O:57])[N:37]=[CH:36][N:35]=2)[CH:30]=[N:29]1. (4) Given the reactants [N:1]1[N:2]=[C:3]([C:12]2([C:17]3[S:18][CH:19]=[CH:20][CH:21]=3)[CH2:15][CH:14]([OH:16])[CH2:13]2)[N:4]2[CH2:11][CH2:10][CH2:9][CH2:8][CH2:7][CH2:6][C:5]=12.C[N+]1([O-])CCOCC1, predict the reaction product. The product is: [N:1]1[N:2]=[C:3]([C:12]2([C:17]3[S:18][CH:19]=[CH:20][CH:21]=3)[CH2:13][C:14](=[O:16])[CH2:15]2)[N:4]2[CH2:11][CH2:10][CH2:9][CH2:8][CH2:7][CH2:6][C:5]=12. (5) Given the reactants [N:1]1([C:6]2[N:11]=[N:10][C:9]([CH:12]([CH3:15])[CH:13]=O)=[CH:8][CH:7]=2)[CH:5]=[N:4][N:3]=[N:2]1.[CH3:16][C:17]1[C:21](=[O:22])[O:20][CH2:19][C:18]=1[N:23]1[CH2:27][CH2:26][C:25]2([CH2:32][CH2:31][NH:30][CH2:29][CH2:28]2)[C:24]1=[O:33].[BH-](OC(C)=O)(OC(C)=O)OC(C)=O.[Na+], predict the reaction product. The product is: [N:1]1([C:6]2[N:11]=[N:10][C:9]([CH:12]([CH3:15])[CH2:13][N:30]3[CH2:31][CH2:32][C:25]4([C:24](=[O:33])[N:23]([C:18]5[CH2:19][O:20][C:21](=[O:22])[C:17]=5[CH3:16])[CH2:27][CH2:26]4)[CH2:28][CH2:29]3)=[CH:8][CH:7]=2)[CH:5]=[N:4][N:3]=[N:2]1. (6) Given the reactants [CH2:1]([N:8]1[CH2:13][CH2:12][N:11]([C:14]2[CH:19]=[CH:18][C:17]([N+:20]([O-])=O)=[CH:16][N:15]=2)[CH2:10][CH2:9]1)[C:2]1[CH:7]=[CH:6][CH:5]=[CH:4][CH:3]=1.O.O.Cl[Sn]Cl, predict the reaction product. The product is: [CH2:1]([N:8]1[CH2:13][CH2:12][N:11]([C:14]2[CH:19]=[CH:18][C:17]([NH2:20])=[CH:16][N:15]=2)[CH2:10][CH2:9]1)[C:2]1[CH:7]=[CH:6][CH:5]=[CH:4][CH:3]=1.